Dataset: Catalyst prediction with 721,799 reactions and 888 catalyst types from USPTO. Task: Predict which catalyst facilitates the given reaction. (1) Reactant: C(OC([N:8]1[CH2:13][CH2:12][CH:11]([NH:14][C:15]([C:17]2[S:34][C:20]3[N:21]=[CH:22][N:23]=[C:24]([NH:25][C:26]4[CH:31]=[CH:30][C:29]([Cl:32])=[C:28]([F:33])[CH:27]=4)[C:19]=3[CH:18]=2)=[O:16])[CH2:10][CH2:9]1)=O)(C)(C)C. Product: [NH:8]1[CH2:13][CH2:12][CH:11]([NH:14][C:15]([C:17]2[S:34][C:20]3[N:21]=[CH:22][N:23]=[C:24]([NH:25][C:26]4[CH:31]=[CH:30][C:29]([Cl:32])=[C:28]([F:33])[CH:27]=4)[C:19]=3[CH:18]=2)=[O:16])[CH2:10][CH2:9]1. The catalyst class is: 209. (2) Reactant: [Cl:1][C:2]1[CH:7]=[CH:6][CH:5]=[CH:4][C:3]=1[CH2:8][C:9]([O:11][CH2:12][CH3:13])=[O:10].Br[CH2:15][CH2:16][CH2:17][C:18]([O:20][CH2:21][CH3:22])=[O:19].C([O-])([O-])=O.[Cs+].[Cs+].C(OCC)(=O)C. Product: [Cl:1][C:2]1[CH:7]=[CH:6][CH:5]=[CH:4][C:3]=1[CH:8]([CH2:15][CH2:16][CH2:17][C:18]([O:20][CH2:21][CH3:22])=[O:19])[C:9]([O:11][CH2:12][CH3:13])=[O:10]. The catalyst class is: 18.